This data is from Reaction yield outcomes from USPTO patents with 853,638 reactions. The task is: Predict the reaction yield, written as a fraction of the theoretical maximum amount of product (1.0 means a 100% yield; for example, 0.34 means a 34% yield). The yield is 0.760. The reactants are Cl.[F:2][C:3]1[CH:8]=[CH:7][C:6]([C:9](=[O:23])[CH:10]([NH2:22])[CH2:11][C:12]2[CH:17]=[CH:16][C:15]([C:18]([F:21])([F:20])[F:19])=[CH:14][CH:13]=2)=[CH:5][CH:4]=1.[O:24]=[C:25]1[CH:30]=[CH:29][O:28][C:27]([C:31](O)=[O:32])=[CH:26]1.Cl.C(N=C=NCCCN(C)C)C.ON1C2C=CC=CC=2N=N1.C1CCN2C(=NCCC2)CC1.Cl. The catalyst is CN(C)C=O.O. The product is [F:2][C:3]1[CH:4]=[CH:5][C:6]([C:9](=[O:23])[CH:10]([NH:22][C:31]([C:27]2[O:28][CH:29]=[CH:30][C:25](=[O:24])[CH:26]=2)=[O:32])[CH2:11][C:12]2[CH:17]=[CH:16][C:15]([C:18]([F:21])([F:20])[F:19])=[CH:14][CH:13]=2)=[CH:7][CH:8]=1.